This data is from Reaction yield outcomes from USPTO patents with 853,638 reactions. The task is: Predict the reaction yield, written as a fraction of the theoretical maximum amount of product (1.0 means a 100% yield; for example, 0.34 means a 34% yield). (1) The reactants are [Br:1][C:2]1[CH:7]=[CH:6][C:5]([F:8])=[C:4](I)[CH:3]=1.[CH2:10]([Li])[CH2:11][CH2:12][CH3:13].B(F)(F)F.[CH3:19]COCC.[O:24]1CCC=[N:25]1. The catalyst is CCOCC.C1(C)C=CC=CC=1. The product is [Br:1][C:2]1[CH:7]=[CH:6][C:5]([F:8])=[C:4]([C:13]2([CH3:19])[CH:12]3[CH:10]([CH2:11]3)[O:24][NH:25]2)[CH:3]=1. The yield is 0.639. (2) The reactants are [CH3:1][O:2][C:3]1[CH:23]=[CH:22][C:6]([CH2:7][N:8]2[C:12]3=[N:13][CH:14]=[C:15]4[C:19](=[O:20])[NH:18][C:17](=[O:21])[C:16]4=[C:11]3[CH:10]=[N:9]2)=[CH:5][CH:4]=1.[H-].[Na+].Br[CH2:27][CH2:28][C:29]1[CH:34]=[CH:33][CH:32]=[CH:31][CH:30]=1.O. The catalyst is CN(C)C=O. The product is [CH3:1][O:2][C:3]1[CH:4]=[CH:5][C:6]([CH2:7][N:8]2[C:12]3=[N:13][CH:14]=[C:15]4[C:19](=[O:20])[N:18]([CH2:27][CH2:28][C:29]5[CH:34]=[CH:33][CH:32]=[CH:31][CH:30]=5)[C:17](=[O:21])[C:16]4=[C:11]3[CH:10]=[N:9]2)=[CH:22][CH:23]=1. The yield is 0.600. (3) The reactants are [CH:1]([C:4]1[CH:9]=[CH:8][C:7]([CH:10]2[C:14]3[C:15]([CH3:21])=[CH:16][C:17]([CH3:20])=[C:18]([CH3:19])[C:13]=3[O:12][CH2:11]2)=[CH:6][CH:5]=1)([CH3:3])[CH3:2].C([O-])(=O)C.[Na+].[Br:27]Br.O. The catalyst is C(#N)C. The product is [Br:27][C:16]1[C:17]([CH3:20])=[C:18]([CH3:19])[C:13]2[O:12][CH2:11][CH:10]([C:7]3[CH:6]=[CH:5][C:4]([CH:1]([CH3:3])[CH3:2])=[CH:9][CH:8]=3)[C:14]=2[C:15]=1[CH3:21]. The yield is 0.990. (4) The reactants are [Si](OCCN1C=C(C(=O)N(CCCC)CCCC)N=C1C1C=CC(C(OC)=O)=CC=1C(OCC1C=CC=CC=1)=O)(C(C)(C)C)(C)C.[CH2:47]([N:51]([CH2:79][CH2:80][CH2:81][CH3:82])[C:52]([C:54]1[N:55]=[C:56]([C:59]2[CH:68]=[CH:67][C:62]([C:63]([O:65][CH3:66])=[O:64])=[CH:61][C:60]=2[C:69]([O:71][CH2:72][C:73]2[CH:78]=[CH:77][CH:76]=[CH:75][CH:74]=2)=[O:70])[NH:57][CH:58]=1)=[O:53])[CH2:48][CH2:49][CH3:50].Br[CH2:84][CH2:85][O:86][CH2:87][CH2:88][O:89][Si:90]([C:103]([CH3:106])([CH3:105])[CH3:104])([C:97]1[CH:102]=[CH:101][CH:100]=[CH:99][CH:98]=1)[C:91]1[CH:96]=[CH:95][CH:94]=[CH:93][CH:92]=1. No catalyst specified. The product is [Si:90]([O:89][CH2:88][CH2:87][O:86][CH2:85][CH2:84][N:57]1[CH:58]=[C:54]([C:52](=[O:53])[N:51]([CH2:47][CH2:48][CH2:49][CH3:50])[CH2:79][CH2:80][CH2:81][CH3:82])[N:55]=[C:56]1[C:59]1[CH:68]=[CH:67][C:62]([C:63]([O:65][CH3:66])=[O:64])=[CH:61][C:60]=1[C:69]([O:71][CH2:72][C:73]1[CH:74]=[CH:75][CH:76]=[CH:77][CH:78]=1)=[O:70])([C:103]([CH3:105])([CH3:106])[CH3:104])([C:97]1[CH:98]=[CH:99][CH:100]=[CH:101][CH:102]=1)[C:91]1[CH:92]=[CH:93][CH:94]=[CH:95][CH:96]=1. The yield is 0.840. (5) The reactants are [N+:1]([C:4]1[CH:5]=[C:6]([C:14]2[CH:15]=[C:16]3[C:21](=[CH:22][CH:23]=2)[NH:20][C:19](=[O:24])[CH2:18][CH2:17]3)[CH:7]=[CH:8][C:9]=1[C:10]([F:13])([F:12])[F:11])([O-])=O. The catalyst is C(O)(=O)C.[Zn]. The product is [NH2:1][C:4]1[CH:5]=[C:6]([C:14]2[CH:15]=[C:16]3[C:21](=[CH:22][CH:23]=2)[NH:20][C:19](=[O:24])[CH2:18][CH2:17]3)[CH:7]=[CH:8][C:9]=1[C:10]([F:11])([F:12])[F:13]. The yield is 0.880.